From a dataset of Peptide-MHC class II binding affinity with 134,281 pairs from IEDB. Regression. Given a peptide amino acid sequence and an MHC pseudo amino acid sequence, predict their binding affinity value. This is MHC class II binding data. The peptide sequence is NGNATPQLTKNAGVL. The MHC is DRB1_0901 with pseudo-sequence DRB1_0901. The binding affinity (normalized) is 0.210.